This data is from Full USPTO retrosynthesis dataset with 1.9M reactions from patents (1976-2016). The task is: Predict the reactants needed to synthesize the given product. Given the product [Cl:23][C:19]1[CH:18]=[C:17]([C:15]2[O:14][N:13]=[C:12]([CH2:10][OH:9])[CH:16]=2)[CH:22]=[CH:21][CH:20]=1, predict the reactants needed to synthesize it. The reactants are: [H-].[Al+3].[Li+].[H-].[H-].[H-].C([O:9][C:10]([C:12]1[CH:16]=[C:15]([C:17]2[CH:22]=[CH:21][CH:20]=[C:19]([Cl:23])[CH:18]=2)[O:14][N:13]=1)=O)C.